This data is from Experimental lipophilicity measurements (octanol/water distribution) for 4,200 compounds from AstraZeneca. The task is: Regression/Classification. Given a drug SMILES string, predict its absorption, distribution, metabolism, or excretion properties. Task type varies by dataset: regression for continuous measurements (e.g., permeability, clearance, half-life) or binary classification for categorical outcomes (e.g., BBB penetration, CYP inhibition). For this dataset (lipophilicity_astrazeneca), we predict Y. The compound is CCOC(=O)c1ccccc1-c1csc(NS(=O)(=O)c2ccc(Cl)cc2)n1. The Y is 2.43 logD.